Dataset: Catalyst prediction with 721,799 reactions and 888 catalyst types from USPTO. Task: Predict which catalyst facilitates the given reaction. (1) Product: [Cl:1][C:2]1[CH:7]=[CH:6][N:5]2[N:8]=[CH:9][C:10]([I:11])=[C:4]2[N:3]=1. Reactant: [Cl:1][C:2]1[CH:7]=[CH:6][N:5]2[N:8]=[CH:9][CH:10]=[C:4]2[N:3]=1.[I:11]NC(=O)CCC(N)=O.O. The catalyst class is: 3. (2) Reactant: [N:1]1[CH:6]=[CH:5][C:4]([CH2:7]N)=[CH:3][CH:2]=1.[OH:9][C:10]1[CH:17]=[CH:16][C:15]([OH:18])=[CH:14][C:11]=1[CH:12]=O.[BH3-][C:20]#[N:21].[Na+]. Product: [N:1]1[CH:6]=[CH:5][C:4]([CH2:7][N:21]([CH2:20][C:16]2[CH:17]=[C:10]([OH:9])[CH:11]=[CH:14][C:15]=2[OH:18])[CH2:12][C:11]2[CH:14]=[C:15]([OH:18])[CH:16]=[CH:17][C:10]=2[OH:9])=[CH:3][CH:2]=1. The catalyst class is: 5. (3) Reactant: [NH2:1][C:2]1[C:11](=[O:12])[C:10]2[C:5](=[CH:6][C:7]([NH:14][CH:15]3[CH2:20][CH2:19][CH2:18][CH2:17][CH2:16]3)=[C:8]([F:13])[CH:9]=2)[N:4]([CH:21]2[CH2:25][CH2:24][CH2:23][CH2:22]2)[CH:3]=1.[CH2:26]([O:28][C:29](=[O:35])[CH2:30][CH2:31][C:32](O)=[O:33])[CH3:27].Cl.CN(C)CCCN=C=NCC.ON1C2C=CC=CC=2N=N1. Product: [CH:15]1([NH:14][C:7]2[CH:6]=[C:5]3[C:10]([C:11](=[O:12])[C:2]([NH:1][C:32](=[O:33])[CH2:31][CH2:30][C:29]([O:28][CH2:26][CH3:27])=[O:35])=[CH:3][N:4]3[CH:21]3[CH2:22][CH2:23][CH2:24][CH2:25]3)=[CH:9][C:8]=2[F:13])[CH2:20][CH2:19][CH2:18][CH2:17][CH2:16]1. The catalyst class is: 18. (4) Reactant: [I:1][C:2]1[CH:3]=[C:4]([OH:8])[CH:5]=[CH:6][CH:7]=1.C([O-])([O-])=O.[K+].[K+].Br[CH2:16][C:17]([O:19][CH2:20][CH3:21])=[O:18].O. Product: [CH2:20]([O:19][C:17](=[O:18])[CH2:16][O:8][C:4]1[CH:5]=[CH:6][CH:7]=[C:2]([I:1])[CH:3]=1)[CH3:21]. The catalyst class is: 21.